From a dataset of Reaction yield outcomes from USPTO patents with 853,638 reactions. Predict the reaction yield, written as a fraction of the theoretical maximum amount of product (1.0 means a 100% yield; for example, 0.34 means a 34% yield). The reactants are [C:1]([O:5][C:6](=[O:32])[C:7]1[CH:12]=[C:11]([O:13][CH2:14][C:15]2[CH:20]=[CH:19][CH:18]=[CH:17][CH:16]=2)[C:10]([CH2:21][CH:22]=[CH2:23])=[C:9]([O:24][CH2:25][C:26]2[CH:31]=[CH:30][CH:29]=[CH:28][CH:27]=2)[CH:8]=1)([CH3:4])([CH3:3])[CH3:2].C1C=C(Cl)C=C(C(OO)=[O:41])C=1. The catalyst is C(Cl)Cl. The product is [C:1]([O:5][C:6](=[O:32])[C:7]1[CH:8]=[C:9]([O:24][CH2:25][C:26]2[CH:27]=[CH:28][CH:29]=[CH:30][CH:31]=2)[C:10]([CH2:21][CH:22]2[CH2:23][O:41]2)=[C:11]([O:13][CH2:14][C:15]2[CH:16]=[CH:17][CH:18]=[CH:19][CH:20]=2)[CH:12]=1)([CH3:2])([CH3:3])[CH3:4]. The yield is 0.578.